This data is from Catalyst prediction with 721,799 reactions and 888 catalyst types from USPTO. The task is: Predict which catalyst facilitates the given reaction. (1) Reactant: [CH3:1][O:2][C:3]1[CH:4]=[C:5]([CH:8]=[C:9]([O:11][CH3:12])[CH:10]=1)[CH2:6][OH:7].[Cr](Cl)([O-])(=O)=O.[NH+]1C=CC=CC=1. Product: [CH3:12][O:11][C:9]1[CH:8]=[C:5]([CH:4]=[C:3]([O:2][CH3:1])[CH:10]=1)[CH:6]=[O:7]. The catalyst class is: 2. (2) Reactant: [F:1][C:2]1[C:3]([C:14]2[C:22]3[C:17](=[CH:18][CH:19]=[CH:20][C:21]=3[F:23])[N:16]([CH2:24][C:25]3[C:30]([CH:31]=[CH2:32])=[CH:29][CH:28]=[CH:27][C:26]=3[C:33]([F:36])([F:35])[F:34])[N:15]=2)=[CH:4][C:5]([O:12][CH3:13])=[C:6]([CH:11]=1)[C:7]([O:9][CH3:10])=[O:8]. Product: [CH2:31]([C:30]1[CH:29]=[CH:28][CH:27]=[C:26]([C:33]([F:35])([F:36])[F:34])[C:25]=1[CH2:24][N:16]1[C:17]2[C:22](=[C:21]([F:23])[CH:20]=[CH:19][CH:18]=2)[C:14]([C:3]2[C:2]([F:1])=[CH:11][C:6]([C:7]([O:9][CH3:10])=[O:8])=[C:5]([O:12][CH3:13])[CH:4]=2)=[N:15]1)[CH3:32]. The catalyst class is: 99.